The task is: Predict the product of the given reaction.. This data is from Forward reaction prediction with 1.9M reactions from USPTO patents (1976-2016). (1) Given the reactants C(O[C:5](=[O:7])[CH3:6])(=O)C.[CH3:8][C:9]([CH3:53])([CH2:51][CH3:52])[CH2:10][C:11]1[N:12]=[C:13]([CH2:35][CH:36]([C:38]2[CH:43]=[CH:42][C:41]([C:44]3[CH:49]=[CH:48][C:47]([F:50])=[CH:46][N:45]=3)=[CH:40][CH:39]=2)[NH2:37])[N:14]([C:16]([C:29]2[CH:34]=[CH:33][CH:32]=[CH:31][CH:30]=2)([C:23]2[CH:28]=[CH:27][CH:26]=[CH:25][CH:24]=2)[C:17]2[CH:22]=[CH:21][CH:20]=[CH:19][CH:18]=2)[CH:15]=1, predict the reaction product. The product is: [CH3:8][C:9]([CH3:53])([CH2:51][CH3:52])[CH2:10][C:11]1[N:12]=[C:13]([CH2:35][CH:36]([NH:37][C:5](=[O:7])[CH3:6])[C:38]2[CH:39]=[CH:40][C:41]([C:44]3[CH:49]=[CH:48][C:47]([F:50])=[CH:46][N:45]=3)=[CH:42][CH:43]=2)[N:14]([C:16]([C:29]2[CH:34]=[CH:33][CH:32]=[CH:31][CH:30]=2)([C:23]2[CH:28]=[CH:27][CH:26]=[CH:25][CH:24]=2)[C:17]2[CH:18]=[CH:19][CH:20]=[CH:21][CH:22]=2)[CH:15]=1. (2) Given the reactants C[O:2][C:3](=[O:35])[C@@H:4]([N:11]1[C:20](=[O:21])[C:19]2[C:14](=[CH:15][CH:16]=[CH:17][CH:18]=2)[N:13]([CH2:22][C:23]2[C:31]3[C:26](=[CH:27][CH:28]=[CH:29][C:30]=3[CH3:32])[N:25]([CH3:33])[CH:24]=2)[C:12]1=[O:34])[C:5]1[CH:10]=[CH:9][CH:8]=[CH:7][CH:6]=1, predict the reaction product. The product is: [CH3:33][N:25]1[C:26]2[C:31](=[C:30]([CH3:32])[CH:29]=[CH:28][CH:27]=2)[C:23]([CH2:22][N:13]2[C:14]3[C:19](=[CH:18][CH:17]=[CH:16][CH:15]=3)[C:20](=[O:21])[N:11]([C@@H:4]([C:5]3[CH:6]=[CH:7][CH:8]=[CH:9][CH:10]=3)[C:3]([OH:35])=[O:2])[C:12]2=[O:34])=[CH:24]1. (3) Given the reactants [O:1]1[CH2:4][CH:3]([OH:5])[CH2:2]1.[H-].[Na+].[Cl:8][C:9]1[N:14]=[C:13](Cl)[CH:12]=[CH:11][N:10]=1, predict the reaction product. The product is: [Cl:8][C:9]1[N:14]=[C:13]([O:5][CH:3]2[CH2:4][O:1][CH2:2]2)[CH:12]=[CH:11][N:10]=1.